This data is from Experimentally validated miRNA-target interactions with 360,000+ pairs, plus equal number of negative samples. The task is: Binary Classification. Given a miRNA mature sequence and a target amino acid sequence, predict their likelihood of interaction. (1) The miRNA is hsa-miR-6767-5p with sequence UCGCAGACAGGGACACAUGGAGA. The protein sequence of the target gene is MAVSRKDWSALSSLARQRTLEDEEEQERERRRRHRNLSSTTDDEAPRLSQNGDRQASASERLPSVEEAEVPKPLPPASKDEDEDIQSILRTRQERRQRRQVVEAAQAPIQERLEAEEGRNSLSPVQATQKPLVSKKELEIPPRRRLSREQRGPWALEEESLVGREPEERKKGVPEKSPVLEKSSMPKKTAPEKSLVSDKTSISEKVLASEKTSLSEKIAVSEKRNSSEKKSVLEKTSVSEKSLAPGMALGSGRRLVSEKASIFEKALASEKSPTADAKPAPKRATASEQPLAQEPPASGG.... Result: 0 (no interaction). (2) The miRNA is hsa-miR-4742-3p with sequence UCUGUAUUCUCCUUUGCCUGCAG. The protein sequence of the target gene is MSSEMEPLLLAWSYFRRRKFQLCADLCTQMLEKSPYDQEPDPELPVHQAAWILKARALTEMVYIDEIDVDQEGIAEMMLDENAIAQVPRPGTSLKLPGTNQTGGPSQAVRPITQAGRPITGFLRPSTQSGRPGTMEQAIRTPRTAYTARPITSSSGRFVRLGTASMLTSPDGPFINLSRLNLTKYSQKPKLAKALFEYIFHHENDVKTIHLEDVVLHLGIYPFLLRNKNHIEKNALDLAALSTEHSQYKDWWWKVQIGKCYYRLGMYREAEKQFKSALKQQEMVDTFLYLAKVYVSLDQP.... Result: 1 (interaction). (3) The miRNA is mmu-miR-434-3p with sequence UUUGAACCAUCACUCGACUCCU. The protein sequence of the target gene is MQSRLLLLGAPGGLGDVASRRVRLLLRQVLRGRPGGDQQRLEVRLLHSGATDSGETVSIGDVSYKLKTPKNPELVPQNYISDSPAQSIVQHLRWLMQKDLLGQDVFLIGPPGPLRRSVAMQYLELTKREVEYIALSRDTTETDLKQRREIRAGTAFYIDQCAVRAATEGRTLVLEGLEKAERNVLPVLNNLLENREMQLEDGRFLMSAERYDKLLQDHTKEELDAWKIVRVSENFRVIALGLPVPRYSGNPLDPPLRSRFQARDIYFLPFQDQLKLLYSVGANVSAEKISQLLSFATTLC.... Result: 0 (no interaction). (4) Result: 0 (no interaction). The miRNA is hsa-miR-378g with sequence ACUGGGCUUGGAGUCAGAAG. The protein sequence of the target gene is MEPAFGEVNQLGGVFVNGRPLPNAIRLRIVELAQLGIRPCDISRQLRVSHGCVSKILARYNETGSILPGAIGGSKPRVTTPTVVKHIRTYKQRDPGIFAWEIRDRLLADGVCDKYNVPSVSSISRILRNKIGNLAQQGHYDSYKQHQPTPQPALPYNHIYSYPSPITAAAAKVPTPPGVPAIPGSVAMPRTWPSSHSVTDILGIRSITDQVSDSSPYHSPKVEEWSSLGRNNFPAAAPHAVNGLEKGALEQEAKYGQAPNGLPAVGSFVSASSMAPYPTPAQVSPYMTYSAAPSGYVAGH.... (5) The miRNA is hsa-miR-3167 with sequence AGGAUUUCAGAAAUACUGGUGU. The protein sequence of the target gene is MALAARLLPQFLHSRSLPCGAVRLRTPAVAEVRLPSATLCYFCRCRLGLGAALFPRSARALAASALPAQGSRWPVLSSPGLPAAFASFPACPQRSYSTEEKPQQHQKTKMIVLGFSNPINWVRTRIKAFLIWAYFDKEFSITEFSEGAKQAFAHVSKLLSQCKFDLLEELVAKEVLHALKEKVTSLPDNHKNALAANIDEIVFTSTGDISIYYDEKGRKFVNILMCFWYLTSANIPSETLRGASVFQVKLGNQNVETKQLLSASYEFQREFTQGVKPDWTIARIEHSKLLE. Result: 0 (no interaction). (6) The miRNA is mmu-miR-340-5p with sequence UUAUAAAGCAAUGAGACUGAUU. The protein sequence of the target gene is MPKVVSRSVVCSDTRDREEYDDGEKPLHVYYCLCGQMVLVLDCQLEKLPMRPRDRSRVIDAAKHAHKFCNTEDEETTYLRRPEGIERQYRKKCAKCGLPLFYQSQPKNAPVTFIVDGAVVKFGQGFGKTNIYTQKQEPPKKVMMTKRTKDMGKFSSVTVSTIDEEEEEIEAREVADSYAQNAKVIEKQLERKGMSKRRLQELAELEAKKAKMKGTLIDNQFK. Result: 0 (no interaction). (7) The protein sequence of the target gene is MTDGNLSTSMNGVALMGILDGRQGDSLQDLQHLSIKAAPRSLSVPEYGPSLKLGALEDRHSLQSVDSGIPTLEIGNPEPVPCSVVHVKRKQSESEIVPERAFQSACPLPSCTPSAPTCSEREQVVRKSSTFPRTGYDSVKLYSPTSKALSRSDNVSVCSVSSLGTELSTTLSVSNEDILDLMVTSNSSAIVTLENDDDPQFTDVTLSSINETSDLHQQDCVAETEEGRKLKLLHPFSHFFTRNLLARKQNARLDRQRDLGWKLFGKVPLRETAQKDSKKTQKEYEDKAGRPSRPPSPKQN.... The miRNA is hsa-miR-3129-5p with sequence GCAGUAGUGUAGAGAUUGGUUU. Result: 0 (no interaction).